Dataset: M1 muscarinic receptor antagonist screen with 61,756 compounds. Task: Binary Classification. Given a drug SMILES string, predict its activity (active/inactive) in a high-throughput screening assay against a specified biological target. (1) The molecule is O=C(N1CCN(CC1)C(OCC)=O)C1CN(C(=O)C1)Cc1ccc(OC)cc1. The result is 0 (inactive). (2) The molecule is Clc1c(NC(=O)c2nnn(CC(=O)Nc3c(OCC)cccc3)c2N)cccc1. The result is 0 (inactive). (3) The compound is S1C2N(C(C(=O)NC3CC(NC(C3)(C)C)(C)C)C1)C(=O)c1c2ccc(OC)c1OC. The result is 0 (inactive). (4) The drug is s1c(c2oc(NC(=O)c3occc3)nn2)ccc1. The result is 0 (inactive). (5) The drug is s1c(C(=O)Nc2c(n(n(c2=O)c2ccccc2)C)C)cc2c(c(OC)c(OC)cc2)c1=O. The result is 0 (inactive). (6) The compound is O=c1[nH]c2c(cc1C(N1CCN(CC1)C(=O)c1occc1)c1n(nnn1)C(C)(C)C)cc(cc2C)C. The result is 0 (inactive). (7) The compound is Clc1ccc(c2n3nc(nc3nc(c2)C)N)cc1. The result is 0 (inactive). (8) The molecule is O=C(Nc1c(N2CCN(CC2)C)cccc1)Cc1c2c(n(c1)C)cccc2. The result is 1 (active).